This data is from Full USPTO retrosynthesis dataset with 1.9M reactions from patents (1976-2016). The task is: Predict the reactants needed to synthesize the given product. (1) Given the product [CH3:15][O:16][C:2]1[CH:7]=[CH:6][C:5]([C:8](=[O:10])[CH3:9])=[CH:4][C:3]=1[C:11]([F:14])([F:13])[F:12], predict the reactants needed to synthesize it. The reactants are: F[C:2]1[CH:7]=[CH:6][C:5]([C:8](=[O:10])[CH3:9])=[CH:4][C:3]=1[C:11]([F:14])([F:13])[F:12].[CH3:15][O-:16].[Na+].O. (2) Given the product [I:1][C:2]1[CH:3]=[C:4]([CH:9]=[CH:10][CH:11]=1)[C:5]([NH:7][NH2:8])=[S:21], predict the reactants needed to synthesize it. The reactants are: [I:1][C:2]1[CH:3]=[C:4]([CH:9]=[CH:10][CH:11]=1)[C:5]([NH:7][NH2:8])=O.COC1C=CC(P2(SP(C3C=CC(OC)=CC=3)(=S)S2)=[S:21])=CC=1. (3) The reactants are: [F:1][C:2]1[CH:3]=[C:4]([S:8](C2C=CC3C4CCNC5(CCCOC5)C=4OC=3C=2)(=[O:10])=[O:9])[CH:5]=[CH:6][CH:7]=1.[F:29][CH:30]1[C:35]2([C:40]3[O:41][C:42]4[CH:47]=[C:46](I)[CH:45]=[CH:44][C:43]=4[C:39]=3[CH2:38][CH2:37][NH:36]2)[CH2:34][CH2:33][O:32][CH2:31]1.FC1C=C(S)C=CC=1. Given the product [F:29][CH:30]1[C:35]2([C:40]3[O:41][C:42]4[CH:47]=[C:46]([S:8]([C:4]5[CH:5]=[CH:6][CH:7]=[C:2]([F:1])[CH:3]=5)(=[O:10])=[O:9])[CH:45]=[CH:44][C:43]=4[C:39]=3[CH2:38][CH2:37][NH:36]2)[CH2:34][CH2:33][O:32][CH2:31]1, predict the reactants needed to synthesize it. (4) Given the product [Br:1][C:2]1[N:3]=[CH:4][CH:5]=[CH:6][C:7]=1[C:8]([OH:10])=[O:15], predict the reactants needed to synthesize it. The reactants are: [Br:1][C:2]1[C:7]([CH3:8])=[CH:6][CH:5]=[CH:4][N:3]=1.[Mn]([O-])(=O)(=O)=[O:10].[K+].[OH2:15].